This data is from Forward reaction prediction with 1.9M reactions from USPTO patents (1976-2016). The task is: Predict the product of the given reaction. (1) Given the reactants Cl.[CH2:2]([C:4]1[O:8][C:7]([CH2:9][N:10]2[C:15]3[CH:16]=[C:17]([C:19]4[CH:24]=[CH:23][CH:22]=[CH:21][CH:20]=4)[S:18][C:14]=3[C:13](=[O:25])[N:12]([CH:26]3[CH2:31][CH2:30][NH:29][CH2:28][CH2:27]3)[C:11]2=[O:32])=[N:6][N:5]=1)[CH3:3].[CH2:33]([O:35][C:36]1[C:45]([O:46][CH3:47])=[CH:44][C:43]2[C:42]([C:48]3[CH:56]=[CH:55][C:51]([C:52](O)=[O:53])=[CH:50][CH:49]=3)=[N:41][C@@H:40]3[CH2:57][CH2:58][S:59][CH2:60][C@@H:39]3[C:38]=2[CH:37]=1)[CH3:34].CN(C(ON1N=NC2C=CC=CC1=2)=[N+](C)C)C.F[P-](F)(F)(F)(F)F.CCN(C(C)C)C(C)C, predict the reaction product. The product is: [CH2:33]([O:35][C:36]1[C:45]([O:46][CH3:47])=[CH:44][C:43]2[C:42]([C:48]3[CH:49]=[CH:50][C:51]([C:52]([N:29]4[CH2:30][CH2:31][CH:26]([N:12]5[C:13](=[O:25])[C:14]6[S:18][C:17]([C:19]7[CH:24]=[CH:23][CH:22]=[CH:21][CH:20]=7)=[CH:16][C:15]=6[N:10]([CH2:9][C:7]6[O:8][C:4]([CH2:2][CH3:3])=[N:5][N:6]=6)[C:11]5=[O:32])[CH2:27][CH2:28]4)=[O:53])=[CH:55][CH:56]=3)=[N:41][C@@H:40]3[CH2:57][CH2:58][S:59][CH2:60][C@@H:39]3[C:38]=2[CH:37]=1)[CH3:34]. (2) Given the reactants [N:1]([CH2:4][C@@H:5]1[CH2:9][CH2:8][CH2:7][N:6]1[C:10]([O:12][C:13]([CH3:16])([CH3:15])[CH3:14])=[O:11])=[N+:2]=[N-:3].[C:17]1([CH3:28])[CH:22]=[CH:21][C:20]([S:23]([C:26]#[N:27])(=[O:25])=[O:24])=[CH:19][CH:18]=1, predict the reaction product. The product is: [C:10]([N:6]1[CH2:7][CH2:8][CH2:9][C@H:5]1[CH2:4][N:1]1[C:26]([S:23]([C:20]2[CH:21]=[CH:22][C:17]([CH3:28])=[CH:18][CH:19]=2)(=[O:25])=[O:24])=[N:27][N:3]=[N:2]1)([O:12][C:13]([CH3:16])([CH3:15])[CH3:14])=[O:11].